This data is from Catalyst prediction with 721,799 reactions and 888 catalyst types from USPTO. The task is: Predict which catalyst facilitates the given reaction. (1) Reactant: Cl[C:2]1[C:11]2[C:6](=[CH:7][C:8]([O:14][CH3:15])=[C:9]([O:12][CH3:13])[CH:10]=2)[N:5]=[CH:4][C:3]=1[C:16]([NH2:18])=[O:17].[NH2:19][C:20]1[CH:28]=[CH:27][C:23]([C:24]([OH:26])=[O:25])=[C:22](C)[CH:21]=1.[C:30](O)(=O)C.C([O-])(O)=O.[Na+]. Product: [C:24]([C:23]1[CH:22]=[CH:21][C:20]([NH:19][C:2]2[C:11]3[C:6](=[CH:7][C:8]([O:14][CH3:15])=[C:9]([O:12][CH3:13])[CH:10]=3)[N:5]=[CH:4][C:3]=2[C:16]([NH2:18])=[O:17])=[C:28]([CH3:30])[CH:27]=1)([OH:26])=[O:25]. The catalyst class is: 18. (2) Reactant: C(OC(=O)[NH:7][CH2:8][C:9]1[CH:10]=[N:11][CH:12]=[C:13]([CH:15]2[O:20][C:19]3[CH:21]=[CH:22][CH:23]=[C:24]([C:25]#[N:26])[C:18]=3[O:17][CH2:16]2)[CH:14]=1)(C)(C)C.FC(F)(F)C(O)=O. Product: [NH2:7][CH2:8][C:9]1[CH:14]=[C:13]([CH:15]2[O:20][C:19]3[CH:21]=[CH:22][CH:23]=[C:24]([C:25]#[N:26])[C:18]=3[O:17][CH2:16]2)[CH:12]=[N:11][CH:10]=1. The catalyst class is: 2. (3) Product: [Cl:32][C:9]1[C:10]2[N:11]([CH:16]=[CH:17][CH:18]=2)[C:12]2[C:7]([N:8]=1)=[C:6]([C:3]1[NH:4][CH:5]=[N:1][N:2]=1)[CH:15]=[CH:14][CH:13]=2. The catalyst class is: 72. Reactant: [N:1]1[N:2]=[C:3]([C:6]2[CH:15]=[CH:14][CH:13]=[C:12]3[C:7]=2[NH:8][C:9](=O)[C:10]2[N:11]3[CH:16]=[CH:17][CH:18]=2)[NH:4][CH:5]=1.CC#N.C(N(CC)CC)C.O=P(Cl)(Cl)[Cl:32]. (4) Reactant: [F:1][C:2]1[CH:3]=[C:4]([CH:36]=[CH:37][C:38]=1[O:39][CH3:40])[CH2:5][N:6]1[C:11]2[CH:12]=[C:13]([C:15]3[CH:20]=[CH:19][CH:18]=[CH:17][CH:16]=3)[S:14][C:10]=2[C:9](=[O:21])[N:8]([CH:22]2[CH2:27][CH2:26][N:25](C(OC(C)(C)C)=O)[CH2:24][CH2:23]2)[C:7]1=[O:35].[ClH:41]. Product: [ClH:41].[F:1][C:2]1[CH:3]=[C:4]([CH:36]=[CH:37][C:38]=1[O:39][CH3:40])[CH2:5][N:6]1[C:11]2[CH:12]=[C:13]([C:15]3[CH:16]=[CH:17][CH:18]=[CH:19][CH:20]=3)[S:14][C:10]=2[C:9](=[O:21])[N:8]([CH:22]2[CH2:23][CH2:24][NH:25][CH2:26][CH2:27]2)[C:7]1=[O:35]. The catalyst class is: 135.